Task: Regression. Given a peptide amino acid sequence and an MHC pseudo amino acid sequence, predict their binding affinity value. This is MHC class II binding data.. Dataset: Peptide-MHC class II binding affinity with 134,281 pairs from IEDB (1) The peptide sequence is AGYTPAAPAGAEPAGKATTE. The MHC is HLA-DQA10401-DQB10402 with pseudo-sequence HLA-DQA10401-DQB10402. The binding affinity (normalized) is 0.420. (2) The peptide sequence is DKYRTFVATFGAASNKAFAE. The MHC is DRB1_0401 with pseudo-sequence DRB1_0401. The binding affinity (normalized) is 0.290. (3) The peptide sequence is EMPSEEGYQDYEPEA. The MHC is HLA-DPA10301-DPB10402 with pseudo-sequence HLA-DPA10301-DPB10402. The binding affinity (normalized) is 0.0203. (4) The peptide sequence is RIVVPCREQDELIGR. The MHC is DRB3_0101 with pseudo-sequence DRB3_0101. The binding affinity (normalized) is 0.254. (5) The peptide sequence is AGKATTEEQKLIEKI. The MHC is DRB3_0202 with pseudo-sequence DRB3_0202. The binding affinity (normalized) is 0.